From a dataset of Experimentally validated miRNA-target interactions with 360,000+ pairs, plus equal number of negative samples. Binary Classification. Given a miRNA mature sequence and a target amino acid sequence, predict their likelihood of interaction. (1) Result: 0 (no interaction). The protein sequence of the target gene is MGVKTFTHSSSSHSQEMLGKLNMLRNDGHFCDITIRVQDKIFRAHKVVLAACSDFFRTKLVGQAEDENKNVLDLHHVTVTGFIPLLEYAYTATLSINTENIIDVLAAASYMQMFSVASTCSEFMKSSILWNTPNSQPEKGLDAGQENNSNCNFTSRDGSISPVSSECSVVERTIPVCRESRRKRKSYIVMSPESPVKCGTQTSSPQVLNSSASYSENRNQPVDSSLAFPWTFPFGIDRRIQPEKVKQAENTRTLELPGPSETGRRMADYVTCESTKTTLPLGTEEDVRVKVERLSDEEVH.... The miRNA is mmu-miR-687 with sequence CUAUCCUGGAAUGCAGCAAUGA. (2) The miRNA is hsa-miR-4783-3p with sequence CCCCGGUGUUGGGGCGCGUCUGC. The protein sequence of the target gene is MPPFLLLTCLFITGTSVSPVALDPCSAYISLNEPWRNTDHQLDESQGPPLCDNHVNGEWYHFTGMAGDAMPTFCIPENHCGTHAPVWLNGSHPLEGDGIVQRQACASFNGNCCLWNTTVEVKACPGGYYVYRLTKPSVCFHVYCGHFYDICDEDCHGSCSDTSECTCAPGTVLGPDRQTCFDENECEQNNGGCSEICVNLKNSYRCECGVGRVLRSDGKTCEDVEGCHNNNGGCSHSCLGSEKGYQCECPRGLVLSEDNHTCQVPVLCKSNAIEVNIPRELVGGLELFLTNTSCRGVSNG.... Result: 0 (no interaction). (3) The miRNA is mmu-miR-3082-3p with sequence CACAUGGCACUCAACUCUGCAG. The protein sequence of the target gene is MADEEKLPPGWEKRMSRSSGRVYYFNHITNASQWERPSGGSTVGGSSKNGQGEPAKVRCSHLLVKHSQSRRPSSWRQEKITRSKEEALELINGYIQKIKSGEEDFESLASQFSDCSSAKARGDLGPFSRGQMQKPFEDASFALRTGEMSGPVFTDSGIHIILRTE. Result: 0 (no interaction). (4) The miRNA is hsa-miR-125a-5p with sequence UCCCUGAGACCCUUUAACCUGUGA. The protein sequence of the target gene is MASVGECPAPVPVKDKKLLEVKLGELPSWILMRDFSPSGIFGAFQRGYYRYYNKYINVKKGSISGITMVLACYVLFSYSFSYKHLKHERLRKYH. Result: 1 (interaction). (5) The miRNA is hsa-miR-5693 with sequence GCAGUGGCUCUGAAAUGAACUC. The protein sequence of the target gene is MAASCLVLLALCLLLPLLLLGGWKRWRRGRAARHVVAVVLGDVGRSPRMQYHALSLAMHGFSVTLLGFCNSKPHDELLQNNRIQIVGLTELQSLAVGPRVFQYGVKVVLQAMYLLWKLMWREPGAYIFLQNPPGLPSIAVCWFVGCLCGSKLVIDWHNYGYSIMGLVHGPNHPLVLLAKWYEKFFGRLSHLNLCVTNAMREDLADNWHIRAVTVYDKPASFFKETPLDLQHRLFMKLGSMHSPFRARSEPEDPVTERSAFTERDAGSGLVTRLRERPALLVSSTSWTEDEDFSILLAALE.... Result: 1 (interaction).